The task is: Predict the reaction yield, written as a fraction of the theoretical maximum amount of product (1.0 means a 100% yield; for example, 0.34 means a 34% yield).. This data is from Reaction yield outcomes from USPTO patents with 853,638 reactions. The reactants are [CH3:1][O:2][C:3]([C:5]1[CH:10]=[C:9]([N:11]2[CH2:16][CH2:15][N:14]([C:17]([O:19][C:20]([CH3:23])([CH3:22])[CH3:21])=[O:18])[CH2:13][CH2:12]2)[N:8]=[C:7]([C:24]2[CH:29]=[CH:28][N:27]=[C:26]([F:30])[CH:25]=2)[C:6]=1Br)=[O:4].[C:32]1(B(O)O)[CH:37]=[CH:36][CH:35]=[CH:34][CH:33]=1.C([O-])([O-])=O.[Na+].[Na+]. The catalyst is COCCOC.C(Cl)Cl.C1C=CC(P(C2C=CC=CC=2)[C-]2C=CC=C2)=CC=1.C1C=CC(P(C2C=CC=CC=2)[C-]2C=CC=C2)=CC=1.Cl[Pd]Cl.[Fe+2]. The product is [CH3:1][O:2][C:3]([C:5]1[CH:10]=[C:9]([N:11]2[CH2:16][CH2:15][N:14]([C:17]([O:19][C:20]([CH3:23])([CH3:22])[CH3:21])=[O:18])[CH2:13][CH2:12]2)[N:8]=[C:7]([C:24]2[CH:29]=[CH:28][N:27]=[C:26]([F:30])[CH:25]=2)[C:6]=1[C:32]1[CH:37]=[CH:36][CH:35]=[CH:34][CH:33]=1)=[O:4]. The yield is 0.910.